Task: Predict the reaction yield, written as a fraction of the theoretical maximum amount of product (1.0 means a 100% yield; for example, 0.34 means a 34% yield).. Dataset: Reaction yield outcomes from USPTO patents with 853,638 reactions (1) The reactants are Br[C:2]1[CH:7]=[CH:6][C:5]([Br:8])=[C:4]([CH3:9])[N:3]=1.[OH2:10].[CH3:11][O-].[Na+].CO. The catalyst is C1(C)C=CC=CC=1.C(OC)(C)(C)C. The product is [CH3:11][O:10][C:2]1[CH:7]=[CH:6][C:5]([Br:8])=[C:4]([CH3:9])[N:3]=1. The yield is 0.960. (2) The reactants are [N+:1]([O-:4])(O)=[O:2].[Cl:5][C:6]1[CH:15]=[CH:14][C:13]2[C:8](=[CH:9][CH:10]=[CH:11][CH:12]=2)[N:7]=1. The catalyst is S(=O)(=O)(O)O. The product is [Cl:5][C:6]1[CH:15]=[CH:14][C:13]2[C:8](=[C:9]([N+:1]([O-:4])=[O:2])[CH:10]=[CH:11][CH:12]=2)[N:7]=1. The yield is 0.640. (3) The reactants are Br[C:2]1[CH:3]=[N:4][CH:5]=[C:6]([O:8][CH:9]([CH3:11])[CH3:10])[CH:7]=1.C([Li])CCC.[O:17]=[C:18]1[CH2:24][CH:23]2[CH2:25][CH:19]1[CH2:20][N:21]([C:26]([O:28][CH2:29][CH3:30])=[O:27])[CH2:22]2. The catalyst is C(OCC)C.C1COCC1. The product is [OH:17][C:18]1([C:2]2[CH:3]=[N:4][CH:5]=[C:6]([O:8][CH:9]([CH3:11])[CH3:10])[CH:7]=2)[CH2:24][CH:23]2[CH2:25][CH:19]1[CH2:20][N:21]([C:26]([O:28][CH2:29][CH3:30])=[O:27])[CH2:22]2. The yield is 0.610. (4) The reactants are [OH:1][C:2]1[N:6]([C:7]2[CH:12]=[CH:11][C:10]([CH3:13])=[C:9]([CH3:14])[CH:8]=2)[N:5]=[C:4]([CH3:15])[C:3]=1[C:16](=O)[CH3:17].[CH3:19][CH:20]([NH:22][C:23]([C:25]1[S:26][C:27]([C:30]([NH:32][NH2:33])=[O:31])=[CH:28][CH:29]=1)=[O:24])[CH3:21].O.C1(C)C=CC(S(O)(=O)=O)=CC=1. The catalyst is C(O)(C)C. The product is [CH:20]([NH:22][C:23]([C:25]1[S:26][C:27]([C:30]([NH:32][NH:33][C:16](=[C:3]2[C:2](=[O:1])[N:6]([C:7]3[CH:12]=[CH:11][C:10]([CH3:13])=[C:9]([CH3:14])[CH:8]=3)[N:5]=[C:4]2[CH3:15])[CH3:17])=[O:31])=[CH:28][CH:29]=1)=[O:24])([CH3:21])[CH3:19]. The yield is 0.430. (5) The yield is 0.730. The reactants are Br[C:2]1[C:11]2[C:6](=[C:7]([Cl:13])[CH:8]=[C:9]([OH:12])[CH:10]=2)[N:5]=[C:4]([C:14]2[CH:19]=[CH:18][C:17]([OH:20])=[C:16]([F:21])[CH:15]=2)[CH:3]=1.C[Si]([C:26]#[C:27][Sn](CCCC)(CCCC)CCCC)(C)C. No catalyst specified. The product is [Cl:13][C:7]1[CH:8]=[C:9]([OH:12])[CH:10]=[C:11]2[C:6]=1[N:5]=[C:4]([C:14]1[CH:19]=[CH:18][C:17]([OH:20])=[C:16]([F:21])[CH:15]=1)[CH:3]=[C:2]2[C:26]#[CH:27]. (6) The reactants are F[C:2]1[CH:9]=[CH:8][C:7]([F:10])=[CH:6][C:3]=1[C:4]#[N:5].[NH2:11][C:12]1[CH:17]=[CH:16][C:15]([OH:18])=[CH:14][C:13]=1[CH3:19].C(=O)([O-])[O-].[K+].[K+]. The catalyst is CS(C)=O.O. The product is [NH2:11][C:12]1[CH:17]=[CH:16][C:15]([O:18][C:2]2[CH:9]=[CH:8][C:7]([F:10])=[CH:6][C:3]=2[C:4]#[N:5])=[CH:14][C:13]=1[CH3:19]. The yield is 0.990. (7) The catalyst is CN(C)C=O.C1(C)C=CC=CC=1.O.CO. The product is [Cl:17][C:18]1[N:19]=[CH:20][C:21]([CH2:24][N:3]2[CH:4]=[CH:5][CH:6]=[CH:7][C:2]2=[N:1][C:10](=[O:12])[C:9]([F:8])([F:15])[F:16])=[CH:22][CH:23]=1. The yield is 0.875. The reactants are [NH2:1][C:2]1[CH:7]=[CH:6][CH:5]=[CH:4][N:3]=1.[F:8][C:9]([F:16])([F:15])[C:10]([O:12]CC)=O.[Cl:17][C:18]1[CH:23]=[CH:22][C:21]([CH2:24]Cl)=[CH:20][N:19]=1.C(=O)([O-])[O-].[K+].[K+].